From a dataset of Forward reaction prediction with 1.9M reactions from USPTO patents (1976-2016). Predict the product of the given reaction. (1) The product is: [NH2:31][CH:27]1[CH2:26][CH2:25][CH2:24][C:23]2[N:22]=[C:21]([CH2:20][CH2:19][OH:18])[N:30]=[CH:29][C:28]1=2. Given the reactants [Si]([O:18][CH2:19][CH2:20][C:21]1[N:30]=[CH:29][C:28]2[CH:27]([NH2:31])[CH2:26][CH2:25][CH2:24][C:23]=2[N:22]=1)(C(C)(C)C)(C1C=CC=CC=1)C1C=CC=CC=1.CCCC[N+](CCCC)(CCCC)CCCC.[F-].CCOC(C)=O.CCOC(C)=O.CO, predict the reaction product. (2) Given the reactants [CH2:1]([O:8][C:9]1[C:10]([NH:17][C:18]2[S:19][CH:20]=[C:21]([CH3:23])[N:22]=2)=[N:11][CH:12]=[C:13]([CH:16]=1)[CH:14]=O)[C:2]1[CH:7]=[CH:6][CH:5]=[CH:4][CH:3]=1.[NH:24]1[CH2:29][CH2:28][O:27][CH2:26][CH2:25]1.[BH-](OC(C)=O)(OC(C)=O)OC(C)=O.[Na+].C(=O)(O)[O-].[Na+].[ClH:49], predict the reaction product. The product is: [ClH:49].[ClH:49].[CH2:1]([O:8][C:9]1[C:10]([NH:17][C:18]2[S:19][CH:20]=[C:21]([CH3:23])[N:22]=2)=[N:11][CH:12]=[C:13]([CH2:14][N:24]2[CH2:29][CH2:28][O:27][CH2:26][CH2:25]2)[CH:16]=1)[C:2]1[CH:7]=[CH:6][CH:5]=[CH:4][CH:3]=1.